From a dataset of Aqueous solubility values for 9,982 compounds from the AqSolDB database. Regression/Classification. Given a drug SMILES string, predict its absorption, distribution, metabolism, or excretion properties. Task type varies by dataset: regression for continuous measurements (e.g., permeability, clearance, half-life) or binary classification for categorical outcomes (e.g., BBB penetration, CYP inhibition). For this dataset (solubility_aqsoldb), we predict Y. The drug is C[C@H]1C[C@H]2[C@@H]3CCC4=CC(=O)C=C[C@]4(C)[C@@]3(F)[C@@H](O)C[C@]2(C)[C@@]1(O)C(=O)CO. The Y is -3.77 log mol/L.